Dataset: Full USPTO retrosynthesis dataset with 1.9M reactions from patents (1976-2016). Task: Predict the reactants needed to synthesize the given product. (1) Given the product [O:11]1[CH:12]=[CH:13][CH:14]=[C:10]1[C:7]1[CH:8]=[CH:9][C:4]([NH2:1])=[CH:5][CH:6]=1, predict the reactants needed to synthesize it. The reactants are: [N+:1]([C:4]1[CH:9]=[CH:8][C:7]([C:10]2[O:11][CH:12]=[CH:13][CH:14]=2)=[CH:6][CH:5]=1)([O-])=O.O. (2) Given the product [CH2:6]([O:8][C:9](=[O:19])[C:10]1[CH:15]=[C:14]([F:16])[C:13]([S:3][CH2:1][CH3:2])=[N:12][C:11]=1[Cl:18])[CH3:7], predict the reactants needed to synthesize it. The reactants are: [CH2:1]([SH:3])[CH3:2].[H-].[Na+].[CH2:6]([O:8][C:9](=[O:19])[C:10]1[CH:15]=[C:14]([F:16])[C:13](Cl)=[N:12][C:11]=1[Cl:18])[CH3:7].O. (3) Given the product [C:29]1([S:35]([C:37]2[C:3](=[O:4])[C:5]3[C:6](=[CH:7][CH:8]=[CH:9][CH:10]=3)[O:39][CH:38]=2)=[O:36])[CH:34]=[CH:33][CH:32]=[CH:31][CH:30]=1, predict the reactants needed to synthesize it. The reactants are: BrC[C:3]([C:5]1[CH:10]=[CH:9][CH:8]=[CH:7][C:6]=1O)=[O:4].C1(S)C=CC=CC=1.C1(SCC=O)C=CC=CC=1.[C:29]1([S:35]([CH2:37][CH:38]=[O:39])=[O:36])[CH:34]=[CH:33][CH:32]=[CH:31][CH:30]=1.ClC1C=CC=C(C(OO)=O)C=1. (4) Given the product [NH:1]([C:17]([O:19][CH2:20][C:21]1[CH:26]=[CH:25][CH:24]=[CH:23][CH:22]=1)=[O:18])[C@H:2]([C:14]([N:61]1[CH2:69][CH2:68][CH2:67][C@H:62]1[C:63]([O:65][CH3:66])=[O:64])=[O:16])[CH2:3][CH2:4][CH2:5][NH:6][C:7]([O:9][C:10]([CH3:11])([CH3:12])[CH3:13])=[O:8], predict the reactants needed to synthesize it. The reactants are: [NH:1]([C:17]([O:19][CH2:20][C:21]1[CH:26]=[CH:25][CH:24]=[CH:23][CH:22]=1)=[O:18])[C@H:2]([C:14]([OH:16])=O)[CH2:3][CH2:4][CH2:5][NH:6][C:7]([O:9][C:10]([CH3:13])([CH3:12])[CH3:11])=[O:8].CCN(C(C)C)C(C)C.CN(C(ON1N=NC2C=CC=CC1=2)=[N+](C)C)C.F[P-](F)(F)(F)(F)F.Cl.[NH:61]1[CH2:69][CH2:68][CH2:67][C@H:62]1[C:63]([O:65][CH3:66])=[O:64]. (5) Given the product [O:1]1[CH2:6][CH2:5][NH:4][C:3]2[CH:8]=[CH:9][CH:10]=[CH:11][C:2]1=2, predict the reactants needed to synthesize it. The reactants are: [O:1]1[CH2:6][C:5](=O)[NH:4][C:3]2[CH:8]=[CH:9][CH:10]=[CH:11][C:2]1=2.[H-].[Al+3].[Li+].[H-].[H-].[H-]. (6) Given the product [Br:11][C:12]1[CH:19]=[CH:18][C:15]([CH2:16][C:5]([C:4]2[CH:8]=[CH:9][CH:10]=[C:2]([F:1])[CH:3]=2)=[O:6])=[CH:14][CH:13]=1, predict the reactants needed to synthesize it. The reactants are: [F:1][C:2]1[CH:3]=[C:4]([CH:8]=[CH:9][CH:10]=1)[C:5](Cl)=[O:6].[Br:11][C:12]1[CH:19]=[CH:18][C:15]([CH2:16]Br)=[CH:14][CH:13]=1.BrC1C=CC(C(Cl)=O)=CC=1.BrCC1C=CC(SC)=C(F)C=1. (7) Given the product [SH:3][CH2:4][CH2:5][CH2:6][N:7]1[C:15](=[O:16])[C:14]2[C:9](=[CH:10][CH:11]=[CH:12][CH:13]=2)[C:8]1=[O:17], predict the reactants needed to synthesize it. The reactants are: C(=O)([S:3][CH2:4][CH2:5][CH2:6][N:7]1[C:15](=[O:16])[C:14]2[C:9](=[CH:10][CH:11]=[CH:12][CH:13]=2)[C:8]1=[O:17])C.C([O-])([O-])=O.[K+].[K+].CC(O)=O.